From a dataset of Reaction yield outcomes from USPTO patents with 853,638 reactions. Predict the reaction yield, written as a fraction of the theoretical maximum amount of product (1.0 means a 100% yield; for example, 0.34 means a 34% yield). (1) The product is [CH2:15]([O:14][C:12]([CH:9]1[CH2:10][CH2:11][C:6]([CH2:5][C:4]([O:3][CH2:1][CH3:2])=[O:17])([CH2:21][N+:18]([O-:20])=[O:19])[CH2:7][CH2:8]1)=[O:13])[CH3:16]. The yield is 0.790. The reactants are [CH2:1]([O:3][C:4](=[O:17])[CH:5]=[C:6]1[CH2:11][CH2:10][CH:9]([C:12]([O:14][CH2:15][CH3:16])=[O:13])[CH2:8][CH2:7]1)[CH3:2].[N+:18]([CH3:21])([O-:20])=[O:19].O.O.O.[F-].C([N+](CCCC)(CCCC)CCCC)CCC. The catalyst is C1COCC1. (2) The yield is 0.320. The reactants are [CH:1](=O)[C:2]1[CH:7]=[CH:6][CH:5]=[CH:4][CH:3]=1.[F:9][C:10]1[CH:18]=[C:17]2[C:13]([CH2:14][O:15][C:16]2=[O:19])=[C:12](/[N:20]=[CH:21]/[C:22]2[N:23]([CH3:27])[CH:24]=[CH:25][N:26]=2)[CH:11]=1.[O-:28][CH2:29][CH3:30].[Na+].C(O)C. The product is [F:9][C:10]1[CH:18]=[C:17]([C:16]([O:15][CH2:14][CH3:13])=[O:19])[C:30]2[C:29](=[O:28])[CH:1]([C:2]3[CH:7]=[CH:6][CH:5]=[CH:4][CH:3]=3)[CH:21]([C:22]3[N:23]([CH3:27])[CH:24]=[CH:25][N:26]=3)[NH:20][C:12]=2[CH:11]=1. The catalyst is C(OCC)(=O)CC. (3) The reactants are [C:1]1([CH2:7][O:8][C:9]2[CH:17]=[CH:16][CH:15]=[CH:14][C:10]=2[C:11]([OH:13])=[O:12])[CH:6]=[CH:5][CH:4]=[CH:3][CH:2]=1.[O:18]([CH2:26][C@H:27](O)[CH3:28])[Si:19]([C:22]([CH3:25])([CH3:24])[CH3:23])([CH3:21])[CH3:20].Cl.CN(C)CCCN=C=NCC. The catalyst is CN(C)C1C=CN=CC=1.ClCCl. The product is [C:1]1([CH2:7][O:8][C:9]2[CH:17]=[CH:16][CH:15]=[CH:14][C:10]=2[C:11]([O:13][C@H:27]([CH3:28])[CH2:26][O:18][Si:19]([C:22]([CH3:25])([CH3:24])[CH3:23])([CH3:21])[CH3:20])=[O:12])[CH:2]=[CH:3][CH:4]=[CH:5][CH:6]=1. The yield is 0.290. (4) The reactants are COC[O:4][C:5]1[CH:10]=[CH:9][C:8]([C:11]2[N:16]=[C:15]3[N:17](C4CCCCO4)[N:18]=[C:19]([CH3:20])[C:14]3=[C:13]([CH2:27][N:28]3[CH2:33][C:32]([CH3:35])([CH3:34])[N:31]([CH2:36][CH2:37][C:38]([F:41])([F:40])[F:39])[CH2:30][C:29]3([CH3:43])[CH3:42])[CH:12]=2)=[CH:7][CH:6]=1.Cl. The catalyst is O1CCOCC1. The product is [CH3:20][C:19]1[C:14]2[C:15](=[N:16][C:11]([C:8]3[CH:9]=[CH:10][C:5]([OH:4])=[CH:6][CH:7]=3)=[CH:12][C:13]=2[CH2:27][N:28]2[CH2:33][C:32]([CH3:34])([CH3:35])[N:31]([CH2:36][CH2:37][C:38]([F:41])([F:40])[F:39])[CH2:30][C:29]2([CH3:43])[CH3:42])[NH:17][N:18]=1. The yield is 0.470. (5) The reactants are [H-].[Na+].[F:3][C:4]([F:11])([F:10])[C:5]([O:7]CC)=O.[C:12]([C:15]1[CH:28]=[CH:27][C:26]2[C:25]3[C:20](=[CH:21][CH:22]=[CH:23][CH:24]=3)[CH:19]=[CH:18][C:17]=2[CH:16]=1)(=[O:14])[CH3:13]. The catalyst is O1CCCC1. The product is [F:11][C:4]([F:3])([F:10])[C:5](=[O:7])[CH:13]=[C:12]([OH:14])[C:15]1[CH:28]=[CH:27][C:26]2[C:25]3[C:20](=[CH:21][CH:22]=[CH:23][CH:24]=3)[CH:19]=[CH:18][C:17]=2[CH:16]=1. The yield is 0.900. (6) The reactants are C[O:2][C:3](=[O:24])[C:4]([NH:7][C:8]([C:10]1[C:15]([OH:16])=[CH:14][C:13]([C:17]2[CH:22]=[CH:21][CH:20]=[C:19]([Cl:23])[CH:18]=2)=[CH:12][N:11]=1)=[O:9])([CH3:6])[CH3:5].[Li+].[OH-].O. The catalyst is C1COCC1. The product is [Cl:23][C:19]1[CH:18]=[C:17]([C:13]2[CH:14]=[C:15]([OH:16])[C:10]([C:8]([NH:7][C:4]([CH3:5])([CH3:6])[C:3]([OH:24])=[O:2])=[O:9])=[N:11][CH:12]=2)[CH:22]=[CH:21][CH:20]=1. The yield is 0.810. (7) The reactants are Br[C:2]1[C:11]2[C:6](=[CH:7][CH:8]=[CH:9][CH:10]=2)[C:5]([S:12]([N:15]2[CH2:20][CH2:19][N:18]([C:21]3[CH:26]=[CH:25][C:24]([F:27])=[CH:23][C:22]=3[C:28]([F:31])([F:30])[F:29])[CH2:17][C@H:16]2[CH3:32])(=[O:14])=[O:13])=[CH:4][CH:3]=1.[C:33]([O:37][C:38]([N:40]1[CH2:45][CH2:44][N:43](C)[CH2:42][CH2:41]1)=[O:39])([CH3:36])([CH3:35])[CH3:34].CC(C)([O-])C.[Na+].C1(C)C=CC=CC=1. The catalyst is ClCCl.C1(P(C2C=CC=CC=2)C2C=CC3C(=CC=CC=3)C=2C2C3C(=CC=CC=3)C=CC=2P(C2C=CC=CC=2)C2C=CC=CC=2)C=CC=CC=1. The product is [F:27][C:24]1[CH:25]=[CH:26][C:21]([N:18]2[CH2:19][CH2:20][N:15]([S:12]([C:5]3[C:6]4[C:11](=[CH:10][CH:9]=[CH:8][CH:7]=4)[C:2]([N:43]4[CH2:42][CH2:41][N:40]([C:38]([O:37][C:33]([CH3:36])([CH3:35])[CH3:34])=[O:39])[CH2:45][CH2:44]4)=[CH:3][CH:4]=3)(=[O:14])=[O:13])[C@H:16]([CH3:32])[CH2:17]2)=[C:22]([C:28]([F:31])([F:30])[F:29])[CH:23]=1. The yield is 0.669.